This data is from Peptide-MHC class II binding affinity with 134,281 pairs from IEDB. The task is: Regression. Given a peptide amino acid sequence and an MHC pseudo amino acid sequence, predict their binding affinity value. This is MHC class II binding data. (1) The peptide sequence is KILEPFRKYTAFTIP. The MHC is DRB1_0802 with pseudo-sequence DRB1_0802. The binding affinity (normalized) is 0.438. (2) The peptide sequence is AAYAAQGYKVLVLNPSVAAT. The MHC is DRB5_0101 with pseudo-sequence DRB5_0101. The binding affinity (normalized) is 0.429.